This data is from Peptide-MHC class I binding affinity with 185,985 pairs from IEDB/IMGT. The task is: Regression. Given a peptide amino acid sequence and an MHC pseudo amino acid sequence, predict their binding affinity value. This is MHC class I binding data. (1) The binding affinity (normalized) is 0.541. The MHC is HLA-A02:12 with pseudo-sequence HLA-A02:12. The peptide sequence is LAIVTTPLV. (2) The peptide sequence is NRRKRSVTM. The MHC is HLA-B08:01 with pseudo-sequence HLA-B08:01. The binding affinity (normalized) is 0.824. (3) The peptide sequence is ETWYSADL. The MHC is Mamu-B52 with pseudo-sequence Mamu-B52. The binding affinity (normalized) is 0.170.